This data is from Reaction yield outcomes from USPTO patents with 853,638 reactions. The task is: Predict the reaction yield, written as a fraction of the theoretical maximum amount of product (1.0 means a 100% yield; for example, 0.34 means a 34% yield). (1) The reactants are [CH3:1][N:2]1[C:6]([C:7]2[CH:8]=[C:9]([C:14]([O:16]C)=[O:15])[S:10][C:11]=2[CH2:12][CH3:13])=[C:5]([CH3:18])[CH:4]=[N:3]1.[OH-].[Na+]. The catalyst is O1CCCC1. The product is [CH3:1][N:2]1[C:6]([C:7]2[CH:8]=[C:9]([C:14]([OH:16])=[O:15])[S:10][C:11]=2[CH2:12][CH3:13])=[C:5]([CH3:18])[CH:4]=[N:3]1. The yield is 0.960. (2) The reactants are [CH3:1][O:2][C:3]1[CH:8]=[CH:7][C:6]([O:9][C:10](Cl)=[O:11])=[CH:5][CH:4]=1.[NH2:13][C:14]1[CH:15]=[C:16]([C:20]2[C:24]([Br:25])=[CH:23][N:22]([CH3:26])[N:21]=2)[CH:17]=[CH:18][CH:19]=1.C(N(CC)CC)C. The catalyst is C(Cl)Cl. The product is [Br:25][C:24]1[C:20]([C:16]2[CH:15]=[C:14]([NH:13][C:10]([O:9][C:6]3[CH:7]=[CH:8][C:3]([O:2][CH3:1])=[CH:4][CH:5]=3)=[O:11])[CH:19]=[CH:18][CH:17]=2)=[N:21][N:22]([CH3:26])[CH:23]=1. The yield is 0.520. (3) The reactants are [Cl:1][C:2]1[S:6][C:5]([S:7]([NH:10][C:11]2[CH:19]=[CH:18][C:14]([C:15]([OH:17])=[O:16])=[C:13]([OH:20])[CH:12]=2)(=[O:9])=[O:8])=[CH:4][C:3]=1[C:21]1[CH:26]=[CH:25][CH:24]=[CH:23][C:22]=1[OH:27].C(N1C=CN=C1)(N1C=CN=C1)=O.N1C=CC=CC=1.[CH3:46][O:47][CH2:48][CH2:49]O.C(O)(C(F)(F)F)=O. The catalyst is CC#N.CO. The product is [Cl:1][C:2]1[S:6][C:5]([S:7]([NH:10][C:11]2[CH:19]=[CH:18][C:14]([C:15]([O:17][CH2:49][CH2:48][O:47][CH3:46])=[O:16])=[C:13]([OH:20])[CH:12]=2)(=[O:9])=[O:8])=[CH:4][C:3]=1[C:21]1[CH:26]=[CH:25][CH:24]=[CH:23][C:22]=1[OH:27]. The yield is 0.390. (4) The reactants are [Cl:1][C:2](=[CH2:10])[C:3]([CH3:9])([CH3:8])[C:4]([O:6]C)=[O:5].[OH-].[Na+]. The catalyst is O. The product is [Cl:1][C:2](=[CH2:10])[C:3]([CH3:9])([CH3:8])[C:4]([OH:6])=[O:5]. The yield is 0.440. (5) The reactants are [C:1]1([C:7]2[CH:8]=[C:9]3[C:13](=[CH:14][CH:15]=2)[NH:12][C:11](=[O:16])[CH2:10]3)[CH:6]=[CH:5][CH:4]=[CH:3][CH:2]=1.[CH2:17]([N:19]([CH2:35][CH3:36])[CH2:20][CH2:21][CH2:22][NH:23][C:24]([C:26]1[C:30]([CH3:31])=[C:29]([CH:32]=O)[NH:28][C:27]=1[CH3:34])=[O:25])[CH3:18]. No catalyst specified. The product is [CH2:35]([N:19]([CH2:17][CH3:18])[CH2:20][CH2:21][CH2:22][NH:23][C:24]([C:26]1[C:30]([CH3:31])=[C:29]([CH:32]=[C:10]2[C:9]3[C:13](=[CH:14][CH:15]=[C:7]([C:1]4[CH:2]=[CH:3][CH:4]=[CH:5][CH:6]=4)[CH:8]=3)[NH:12][C:11]2=[O:16])[NH:28][C:27]=1[CH3:34])=[O:25])[CH3:36]. The yield is 0.400. (6) The reactants are [Br:1][C:2]1[CH:7]=[C:6](C=O)[C:5]([Cl:10])=[CH:4][N:3]=1.[CH:11](OC)([O:14][CH3:15])[O:12][CH3:13]. The catalyst is CO.O.C1(C)C=CC(S(O)(=O)=O)=CC=1. The product is [Br:1][C:2]1[CH:7]=[C:6]([CH:11]([O:14][CH3:15])[O:12][CH3:13])[C:5]([Cl:10])=[CH:4][N:3]=1. The yield is 0.970. (7) The reactants are [OH:1][CH:2]1[CH:6](O)[N:5]([CH3:8])[C:4](=[O:9])[N:3]1[CH3:10]. The catalyst is O. The product is [CH3:8][N:5]1[CH2:6][C:2](=[O:1])[N:3]([CH3:10])[C:4]1=[O:9]. The yield is 0.780. (8) The reactants are [N:1]1([C:7]2[CH:12]=[CH:11][C:10]([S:13]([NH:16][C:17]3[S:21][N:20]=[CH:19][N:18]=3)(=[O:15])=[O:14])=[CH:9][CH:8]=2)[CH2:6][CH2:5][NH:4][CH2:3][CH2:2]1.[Cl:22][C:23]1[CH:24]=[C:25]2[C:29](=[CH:30][CH:31]=1)[N:28]([CH2:32][CH2:33][C:34](O)=[O:35])[CH:27]=[CH:26]2.CN([P+](ON1N=NC2C=CC=CC1=2)(N(C)C)N(C)C)C.F[P-](F)(F)(F)(F)F.C(N(CC)CC)C. The catalyst is O.CC#N.CN(C=O)C. The product is [Cl:22][C:23]1[CH:24]=[C:25]2[C:29](=[CH:30][CH:31]=1)[N:28]([CH2:32][CH2:33][C:34]([N:4]1[CH2:5][CH2:6][N:1]([C:7]3[CH:8]=[CH:9][C:10]([S:13]([NH:16][C:17]4[S:21][N:20]=[CH:19][N:18]=4)(=[O:15])=[O:14])=[CH:11][CH:12]=3)[CH2:2][CH2:3]1)=[O:35])[CH:27]=[CH:26]2. The yield is 0.530.